From a dataset of Forward reaction prediction with 1.9M reactions from USPTO patents (1976-2016). Predict the product of the given reaction. Given the reactants [H-].[Na+].CI.[Cl:5][C:6]1[CH:11]=[CH:10][N:9]=[C:8]2[CH:12]=[C:13]([C:15]([N:17]3[CH2:21][CH2:20][CH:19]([CH2:22][NH:23][C:24](=O)OC(C)(C)C)[CH2:18]3)=[O:16])[S:14][C:7]=12.C(O)(C(F)(F)F)=O.C([O-])(O)=O.[Na+], predict the reaction product. The product is: [Cl:5][C:6]1[CH:11]=[CH:10][N:9]=[C:8]2[CH:12]=[C:13]([C:15]([N:17]3[CH2:21][CH2:20][CH:19]([CH2:22][NH:23][CH3:24])[CH2:18]3)=[O:16])[S:14][C:7]=12.